The task is: Regression. Given a peptide amino acid sequence and an MHC pseudo amino acid sequence, predict their binding affinity value. This is MHC class I binding data.. This data is from Peptide-MHC class I binding affinity with 185,985 pairs from IEDB/IMGT. (1) The peptide sequence is RVERIKSEY. The MHC is HLA-A01:01 with pseudo-sequence HLA-A01:01. The binding affinity (normalized) is 0.0847. (2) The peptide sequence is DYIYLPLLK. The MHC is HLA-A02:01 with pseudo-sequence HLA-A02:01. The binding affinity (normalized) is 0.